From a dataset of Reaction yield outcomes from USPTO patents with 853,638 reactions. Predict the reaction yield, written as a fraction of the theoretical maximum amount of product (1.0 means a 100% yield; for example, 0.34 means a 34% yield). (1) The reactants are CN(C)C=O.[CH2:6]([O:13][C:14]1[CH:15]=[CH:16][C:17]([OH:22])=[C:18]([CH:21]=1)[CH:19]=O)[C:7]1[CH:12]=[CH:11][CH:10]=[CH:9][CH:8]=1.[C:23]([O:26][CH2:27][CH2:28]Br)(=[O:25])[CH3:24].C(=O)([O-])[O-].[K+].[K+]. The catalyst is O. The product is [CH2:27]([O:26][C:23]([C:24]1[O:22][C:17]2[CH:16]=[CH:15][C:14]([O:13][CH2:6][C:7]3[CH:12]=[CH:11][CH:10]=[CH:9][CH:8]=3)=[CH:21][C:18]=2[CH:19]=1)=[O:25])[CH3:28]. The yield is 0.830. (2) The reactants are [NH:1]1[CH2:6][CH2:5][O:4][CH2:3][CH2:2]1.CO.[CH2:9]1[O:11][C@H:10]1[CH2:12]Cl.C[O-].[Na+]. The catalyst is C(O)C. The product is [O:11]1[CH:10]([CH2:12][N:1]2[CH2:6][CH2:5][O:4][CH2:3][CH2:2]2)[CH2:9]1. The yield is 0.970. (3) The reactants are [Cl:1][C:2]1[CH:3]=[C:4](/[C:12](=[N:16]\[O:17][CH:18]2[CH2:23][CH2:22][CH2:21][CH2:20][CH2:19]2)/[C:13](O)=[O:14])[CH:5]=[CH:6][C:7]=1[S:8]([CH3:11])(=[O:10])=[O:9].[NH2:24][C:25]1[S:26][C:27]2[CH:33]=[CH:32][CH:31]=[CH:30][C:28]=2[N:29]=1.C(N(CC)C(C)C)(C)C. The catalyst is C(#N)C. The product is [S:26]1[C:27]2[CH:33]=[CH:32][CH:31]=[CH:30][C:28]=2[N:29]=[C:25]1[NH:24][C:13](=[O:14])/[C:12](/[C:4]1[CH:5]=[CH:6][C:7]([S:8]([CH3:11])(=[O:10])=[O:9])=[C:2]([Cl:1])[CH:3]=1)=[N:16]/[O:17][CH:18]1[CH2:19][CH2:20][CH2:21][CH2:22][CH2:23]1. The yield is 0.560. (4) The reactants are FC(F)(F)C(O)=O.[CH:8]1([C:11]2[C:12]([O:39]CC3C=CC(OC)=CC=3)=[N:13][C:14]([CH:17]([C:27]3[CH:32]=[CH:31][C:30]([S:33]([CH:36]4[CH2:38][CH2:37]4)(=[O:35])=[O:34])=[CH:29][CH:28]=3)[O:18][C:19]3[CH:24]=[CH:23][C:22]([F:25])=[CH:21][C:20]=3[F:26])=[CH:15][CH:16]=2)[CH2:10][CH2:9]1. The catalyst is C(Cl)(Cl)Cl. The product is [CH:8]1([C:11]2[C:12](=[O:39])[NH:13][C:14]([CH:17]([C:27]3[CH:28]=[CH:29][C:30]([S:33]([CH:36]4[CH2:38][CH2:37]4)(=[O:35])=[O:34])=[CH:31][CH:32]=3)[O:18][C:19]3[CH:24]=[CH:23][C:22]([F:25])=[CH:21][C:20]=3[F:26])=[CH:15][CH:16]=2)[CH2:9][CH2:10]1. The yield is 0.740. (5) The reactants are [OH:1][C:2]1[CH:9]=[CH:8][C:5]([CH:6]=[O:7])=[CH:4][CH:3]=1.CN(C)C=O.C(=O)([O-])[O-].[K+].[K+].[CH2:21]([O:23][C:24](=[O:29])[C:25](Br)([CH3:27])[CH3:26])[CH3:22]. The catalyst is O.CCOC(C)=O. The product is [CH2:21]([O:23][C:24](=[O:29])[C:25]([O:1][C:2]1[CH:9]=[CH:8][C:5]([CH:6]=[O:7])=[CH:4][CH:3]=1)([CH3:27])[CH3:26])[CH3:22]. The yield is 0.920. (6) The reactants are [CH3:1][O:2][CH2:3][CH2:4][O:5][CH2:6][O:7]Cl.[S:9]1[CH:13]=[CH:12][CH:11]=[C:10]1[CH2:14][CH2:15]O. The catalyst is C(Cl)Cl. The product is [CH3:1][O:2][CH2:3][CH2:4][O:5][CH2:6][O:7][CH2:15][CH2:14][C:10]1[S:9][CH:13]=[CH:12][CH:11]=1. The yield is 0.980.